From a dataset of Reaction yield outcomes from USPTO patents with 853,638 reactions. Predict the reaction yield, written as a fraction of the theoretical maximum amount of product (1.0 means a 100% yield; for example, 0.34 means a 34% yield). (1) The reactants are [NH2:1][C:2]1[CH:10]=[C:9]([Br:11])[CH:8]=[CH:7][C:3]=1[C:4]([OH:6])=O.N1[CH:16]=[CH:15]N=C1.C(Cl)(=O)C.Cl.[NH2:22][CH:23]1[CH2:28][CH2:27][C:26](=[O:29])[NH:25][C:24]1=[O:30].P(OC1C=CC=CC=1)(OC1C=CC=CC=1)OC1C=CC=CC=1. The catalyst is C(#N)C.O. The product is [Br:11][C:9]1[CH:10]=[C:2]2[C:3]([C:4](=[O:6])[N:22]([CH:23]3[CH2:28][CH2:27][C:26](=[O:29])[NH:25][C:24]3=[O:30])[C:15]([CH3:16])=[N:1]2)=[CH:7][CH:8]=1. The yield is 0.750. (2) The reactants are [Br:1][CH2:2][C:3]([C:5]1[CH:6]=[CH:7][C:8]2[C:17]3[CH:16]=[C:15]4[CH2:18][CH2:19][CH2:20][C:21](=[O:22])[C:14]4=[CH:13][C:12]=3[O:11][CH2:10][C:9]=2[CH:23]=1)=[O:4].[Br-:24].[Br-].[Br-].[NH+]1C=CC=CC=1.[NH+]1C=CC=CC=1.[NH+]1C=CC=CC=1.ClCCl. The catalyst is CO. The product is [Br:24][CH:20]1[CH2:19][CH2:18][C:15]2=[CH:16][C:17]3[C:8]4[CH:7]=[CH:6][C:5]([C:3](=[O:4])[CH2:2][Br:1])=[CH:23][C:9]=4[CH2:10][O:11][C:12]=3[CH:13]=[C:14]2[C:21]1=[O:22]. The yield is 0.840. (3) The product is [NH2:8][C:5]1[CH:4]=[C:3]([S:11]([NH:14][CH2:15][CH2:16][OH:17])(=[O:13])=[O:12])[CH:2]=[CH:7][CH:6]=1. The yield is 1.00. The catalyst is CO.[Pd]. The reactants are Cl[C:2]1[CH:7]=[CH:6][C:5]([N+:8]([O-])=O)=[CH:4][C:3]=1[S:11]([NH:14][CH2:15][CH2:16][OH:17])(=[O:13])=[O:12]. (4) The reactants are [C:1]([O:5][C:6](=[O:20])[C:7]([CH3:19])([O:9][C:10]1[CH:18]=[CH:17][C:13]([C:14]([OH:16])=[O:15])=[CH:12][CH:11]=1)[CH3:8])([CH3:4])([CH3:3])[CH3:2].[F:21][C:22]([F:45])([F:44])[C:23]([C:30]1[CH:43]=[CH:42][C:33]([CH2:34][N:35]2[CH:39]=[C:38]([CH2:40]O)[N:37]=[N:36]2)=[CH:32][CH:31]=1)([O:28][CH3:29])[C:24]([F:27])([F:26])[F:25].C1(N=C=NC2CCCCC2)CCCCC1. The catalyst is CN(C)C1C=CN=CC=1.ClCCl. The product is [C:1]([O:5][C:6](=[O:20])[C:7]([CH3:8])([O:9][C:10]1[CH:11]=[CH:12][C:13]([C:14]([O:16][CH2:40][C:38]2[N:37]=[N:36][N:35]([CH2:34][C:33]3[CH:42]=[CH:43][C:30]([C:23]([O:28][CH3:29])([C:22]([F:44])([F:21])[F:45])[C:24]([F:25])([F:26])[F:27])=[CH:31][CH:32]=3)[CH:39]=2)=[O:15])=[CH:17][CH:18]=1)[CH3:19])([CH3:2])([CH3:3])[CH3:4]. The yield is 0.900. (5) The reactants are [C:1]([N:4]1[C:13]2[C:8](=[CH:9][C:10]([C:15]([O:17]C)=[O:16])=[C:11]([F:14])[CH:12]=2)[C@H:7]([NH:19][C:20]2[N:25]=[C:24]([CH3:26])[CH:23]=[CH:22][N:21]=2)[C@@H:6]([CH3:27])[C@@H:5]1[CH:28]1[CH2:30][CH2:29]1)(=[O:3])[CH3:2].[OH-].[Li+].Cl.CO.C(Cl)Cl. The catalyst is O1CCCC1.O. The product is [C:1]([N:4]1[C:13]2[C:8](=[CH:9][C:10]([C:15]([OH:17])=[O:16])=[C:11]([F:14])[CH:12]=2)[C@H:7]([NH:19][C:20]2[N:25]=[C:24]([CH3:26])[CH:23]=[CH:22][N:21]=2)[C@@H:6]([CH3:27])[C@@H:5]1[CH:28]1[CH2:29][CH2:30]1)(=[O:3])[CH3:2]. The yield is 0.930.